Dataset: Catalyst prediction with 721,799 reactions and 888 catalyst types from USPTO. Task: Predict which catalyst facilitates the given reaction. (1) Reactant: [F:1][C:2]1[CH:3]=[C:4]([N:21]2[CH2:25][C@H:24]([CH2:26][N:27]3[CH:31]=[CH:30][N:29]=[N:28]3)[O:23][C:22]2=[O:32])[CH:5]=[CH:6][C:7]=1[C:8]1[CH:9]=[N:10][C:11]([C:14]2[CH2:18][C@@H:17]([CH2:19][OH:20])[O:16][N:15]=2)=[CH:12][CH:13]=1.N1C=CC=C[CH:34]=1.[C:39]1(=[O:49])[O:44][C:42](=[O:43])[C@H:41]2[CH2:45][CH2:46][CH2:47][CH2:48][C@@H:40]12. Product: [CH:40]1([C:39]([O:20][CH2:19][C@H:17]2[O:16][N:15]=[C:14]([C:11]3[CH:12]=[CH:13][C:8]([C:7]4[CH:6]=[CH:5][C:4]([N:21]5[CH2:25][C@H:24]([CH2:26][N:27]6[CH:31]=[CH:30][N:29]=[N:28]6)[O:23][C:22]5=[O:32])=[CH:3][C:2]=4[F:1])=[CH:9][N:10]=3)[CH2:18]2)=[O:49])[CH2:48][CH2:47][CH2:46][CH2:45][CH:41]1[C:42]([O:44][CH3:34])=[O:43]. The catalyst class is: 546. (2) Reactant: [NH2:1][CH2:2][C:3]1[CH:4]=[CH:5][C:6]([O:10][CH2:11][CH2:12][N:13]2[CH2:17][CH2:16][CH2:15][CH2:14]2)=[C:7]([OH:9])[CH:8]=1.C(N(CC)CC)C.[Br:25][C:26]1[CH:27]=[C:28]2[C:33](=[CH:34][CH:35]=1)[C:32](=[O:36])[NH:31][C:30](=[O:37])/[C:29]/2=[CH:38]/OC.O. Product: [Br:25][C:26]1[CH:27]=[C:28]2[C:33](=[CH:34][CH:35]=1)[C:32](=[O:36])[NH:31][C:30](=[O:37])/[C:29]/2=[CH:38]\[NH:1][CH2:2][C:3]1[CH:4]=[CH:5][C:6]([O:10][CH2:11][CH2:12][N:13]2[CH2:17][CH2:16][CH2:15][CH2:14]2)=[C:7]([OH:9])[CH:8]=1. The catalyst class is: 9. (3) The catalyst class is: 16. Product: [CH2:1]([O:3][C:4]([N:6]1[C:15]2[C:10](=[N:11][C:12]([O:16][CH3:17])=[CH:13][CH:14]=2)[C@@H:9]([NH:18][C:19]2[N:24]=[C:23]([CH2:25][C:26]3[CH:31]=[C:30]([C:32]([F:35])([F:34])[F:33])[CH:29]=[C:28]([C:36]([F:39])([F:38])[F:37])[CH:27]=3)[C:22]([CH2:40][CH2:41][CH2:42][S:51]([CH2:50][CH2:49][C:48]([O:47][CH3:46])=[O:54])(=[O:53])=[O:52])=[CH:21][N:20]=2)[CH2:8][C@H:7]1[CH2:44][CH3:45])=[O:5])[CH3:2]. Reactant: [CH2:1]([O:3][C:4]([N:6]1[C:15]2[C:10](=[N:11][C:12]([O:16][CH3:17])=[CH:13][CH:14]=2)[C@@H:9]([NH:18][C:19]2[N:24]=[C:23]([CH2:25][C:26]3[CH:31]=[C:30]([C:32]([F:35])([F:34])[F:33])[CH:29]=[C:28]([C:36]([F:39])([F:38])[F:37])[CH:27]=3)[C:22]([CH2:40][CH2:41][CH2:42]Br)=[CH:21][N:20]=2)[CH2:8][C@H:7]1[CH2:44][CH3:45])=[O:5])[CH3:2].[CH3:46][O:47][C:48](=[O:54])[CH2:49][CH2:50][S:51]([O-:53])=[O:52].[Na+].O.C(OCC)(=O)C. (4) The catalyst class is: 23. Product: [NH2:12][C:10]1[S:11][C:7]([C:5]2[CH:4]=[CH:3][N:32]=[C:30]([NH:29][C:23]3[CH:24]=[C:25]([O:27][CH3:28])[CH:26]=[C:21]([O:20][CH3:19])[CH:22]=3)[N:31]=2)=[C:8]([CH3:17])[N:9]=1. Reactant: CN(C)[CH:3]=[CH:4][C:5]([C:7]1[S:11][C:10]([N:12]=CN(C)C)=[N:9][C:8]=1[CH3:17])=O.[CH3:19][O:20][C:21]1[CH:22]=[C:23]([NH:29][C:30]([NH2:32])=[NH:31])[CH:24]=[C:25]([O:27][CH3:28])[CH:26]=1. (5) Reactant: [Cl:1][C:2]1[CH:7]=[C:6]([Cl:8])[CH:5]=[CH:4][C:3]=1[S:9]([N:12]1[CH2:17][CH2:16][O:15][CH:14]([CH2:18][NH:19][C:20](=[O:34])[C@H:21]([CH2:30][CH:31]([CH3:33])[CH3:32])[NH:22]C(OC(C)(C)C)=O)[CH2:13]1)(=[O:11])=[O:10].Cl. Product: [Cl:1][C:2]1[CH:7]=[C:6]([Cl:8])[CH:5]=[CH:4][C:3]=1[S:9]([N:12]1[CH2:17][CH2:16][O:15][CH:14]([CH2:18][NH:19][C:20](=[O:34])[C@H:21]([CH2:30][CH:31]([CH3:32])[CH3:33])[NH2:22])[CH2:13]1)(=[O:10])=[O:11]. The catalyst class is: 5.